From a dataset of Forward reaction prediction with 1.9M reactions from USPTO patents (1976-2016). Predict the product of the given reaction. (1) Given the reactants Br[CH2:2][C:3]([C:5]1[C:14]([F:15])=[CH:13][CH:12]=[C:11]2[C:6]=1[N:7]=[C:8]([NH:17][CH:18]1[CH2:20][CH2:19]1)[C:9]([CH3:16])=[N:10]2)=[O:4].[C:21]([O:25][C:26]([NH:28][C:29]1([C:32](=[O:39])[CH2:33][C:34]([O:36][CH2:37][CH3:38])=[O:35])[CH2:31][CH2:30]1)=[O:27])([CH3:24])([CH3:23])[CH3:22].C([O-])([O-])=O.[K+].[K+], predict the reaction product. The product is: [C:21]([O:25][C:26]([NH:28][C:29]1([C:32]([CH:33]([CH2:2][C:3]([C:5]2[C:14]([F:15])=[CH:13][CH:12]=[C:11]3[C:6]=2[N:7]=[C:8]([NH:17][CH:18]2[CH2:20][CH2:19]2)[C:9]([CH3:16])=[N:10]3)=[O:4])[C:34]([O:36][CH2:37][CH3:38])=[O:35])=[O:39])[CH2:31][CH2:30]1)=[O:27])([CH3:24])([CH3:23])[CH3:22]. (2) Given the reactants [CH3:1][C:2]1([CH3:26])[C@H:7]2[CH2:8][C@@H:9]3[O:21][CH:22]([O:23]C)[C@@:6]2([C@@H:11]2[CH2:12][CH2:13][C@H:14]4[C:17]([C:19](=[O:20])[C@@:10]32[C@@H:15]4[OH:16])=[CH2:18])[C@@H:5]([OH:25])[CH2:4][CH2:3]1, predict the reaction product. The product is: [CH3:1][C:2]1([CH3:26])[C@H:7]2[CH2:8][C@@H:9]([OH:21])[C@@:10]34[C:19](=[O:20])[C:17](=[CH2:18])[C@@H:14]([C@H:15]3[OH:16])[CH2:13][CH2:12][C@H:11]4[C@:6]2([CH2:22][OH:23])[C@@H:5]([OH:25])[CH2:4][CH2:3]1.